From a dataset of NCI-60 drug combinations with 297,098 pairs across 59 cell lines. Regression. Given two drug SMILES strings and cell line genomic features, predict the synergy score measuring deviation from expected non-interaction effect. Drug 1: COC1=C(C=C2C(=C1)N=CN=C2NC3=CC(=C(C=C3)F)Cl)OCCCN4CCOCC4. Drug 2: C1CCC(C(C1)N)N.C(=O)(C(=O)[O-])[O-].[Pt+4]. Cell line: SF-539. Synergy scores: CSS=17.0, Synergy_ZIP=-3.44, Synergy_Bliss=-0.135, Synergy_Loewe=2.95, Synergy_HSA=3.33.